From a dataset of Forward reaction prediction with 1.9M reactions from USPTO patents (1976-2016). Predict the product of the given reaction. (1) Given the reactants S(Cl)([Cl:3])=O.[F:5][C:6]([F:22])([F:21])[C:7]1[CH:12]=[CH:11][C:10]([C:13]2[CH:14]=[CH:15][C:16]([CH2:19]O)=[N:17][CH:18]=2)=[CH:9][CH:8]=1, predict the reaction product. The product is: [Cl:3][CH2:19][C:16]1[CH:15]=[CH:14][C:13]([C:10]2[CH:11]=[CH:12][C:7]([C:6]([F:22])([F:21])[F:5])=[CH:8][CH:9]=2)=[CH:18][N:17]=1. (2) Given the reactants [NH2:1][C:2]1[C:11]([C:12]#[N:13])=[C:10]([NH:14][CH2:15][C:16]2[CH:21]=[CH:20][CH:19]=[CH:18][CH:17]=2)[C:9]2[C:4](=[CH:5][CH:6]=[C:7]([N+:22]([O-:24])=[O:23])[CH:8]=2)[N:3]=1.[CH3:25][O:26][C:27]1[CH:35]=[CH:34][C:30]([C:31](Cl)=[O:32])=[CH:29][CH:28]=1, predict the reaction product. The product is: [CH3:25][O:26][C:27]1[CH:35]=[CH:34][C:30]([C:31]([N:1]([C:31](=[O:32])[C:30]2[CH:34]=[CH:35][C:27]([O:26][CH3:25])=[CH:28][CH:29]=2)[C:2]2[C:11]([C:12]#[N:13])=[C:10]([NH:14][CH2:15][C:16]3[CH:21]=[CH:20][CH:19]=[CH:18][CH:17]=3)[C:9]3[C:4](=[CH:5][CH:6]=[C:7]([N+:22]([O-:24])=[O:23])[CH:8]=3)[N:3]=2)=[O:32])=[CH:29][CH:28]=1. (3) Given the reactants [CH3:1][C:2]([CH3:7])([CH3:6])[CH2:3][CH:4]=O.[CH3:8][C:9]([CH3:13])([CH3:12])[CH2:10][NH2:11].[S-:14][C:15]#[N:16].[K+].O1CCOCCOCCOCCOCCOCC1.II, predict the reaction product. The product is: [C:2]([C:3]1[S:14][C:15](=[NH:16])[N:11]([CH2:10][C:9]([CH3:13])([CH3:12])[CH3:8])[CH:4]=1)([CH3:7])([CH3:6])[CH3:1]. (4) Given the reactants [Br:1][C:2]1[CH:3]=[C:4]2[C:11]3([C:15](=[O:16])[NH:14][C:13](=O)[NH:12]3)[CH2:10][C:9]([CH3:24])([C:18]3[CH:23]=[CH:22][CH:21]=[CH:20][CH:19]=3)[O:8][C:5]2=[CH:6][CH:7]=1.COC1C=CC(P2(SP(C3C=CC(OC)=CC=3)(=S)S2)=[S:34])=CC=1, predict the reaction product. The product is: [Br:1][C:2]1[CH:3]=[C:4]2[C:11]3([C:15](=[O:16])[NH:14][C:13](=[S:34])[NH:12]3)[CH2:10][C:9]([CH3:24])([C:18]3[CH:23]=[CH:22][CH:21]=[CH:20][CH:19]=3)[O:8][C:5]2=[CH:6][CH:7]=1.